Dataset: Full USPTO retrosynthesis dataset with 1.9M reactions from patents (1976-2016). Task: Predict the reactants needed to synthesize the given product. (1) Given the product [O:1]([CH2:8][C:9]([NH:19][C:20]1[CH:33]=[CH:32][C:23]([CH2:24][N:25]2[C:29](=[O:30])[CH2:28][S:27][C:26]2=[O:31])=[CH:22][CH:21]=1)=[O:10])[C:2]1[CH:7]=[CH:6][CH:5]=[CH:4][CH:3]=1, predict the reactants needed to synthesize it. The reactants are: [O:1]([CH2:8][C:9](Cl)=[O:10])[C:2]1[CH:7]=[CH:6][CH:5]=[CH:4][CH:3]=1.C(N(CC)CC)C.[NH2:19][C:20]1[CH:33]=[CH:32][C:23]([CH2:24][N:25]2[C:29](=[O:30])[CH2:28][S:27][C:26]2=[O:31])=[CH:22][CH:21]=1.Cl. (2) Given the product [I:31][C:32]1[CH:33]=[C:34]2[C:39](=[CH:40][CH:41]=1)[C:38]1=[N:42][O:43][C:55]([C:52]3[C:51]([C:59]([F:60])([F:61])[F:62])=[C:50]([C:44]4[CH:49]=[CH:48][CH:47]=[CH:46][CH:45]=4)[O:54][N:53]=3)=[C:37]1[CH2:36][CH2:35]2, predict the reactants needed to synthesize it. The reactants are: C1(N2C(C(F)(F)F)=C(C3ON=C4C5C(CCC=34)=CC(C=C)=CC=5)C=N2)C=CC=CC=1.[I:31][C:32]1[CH:33]=[C:34]2[C:39](=[CH:40][CH:41]=1)/[C:38](=[N:42]/[OH:43])/[CH2:37][CH2:36][CH2:35]2.[C:44]1([C:50]2[O:54][N:53]=[C:52]([C:55](OC)=O)[C:51]=2[C:59]([F:62])([F:61])[F:60])[CH:49]=[CH:48][CH:47]=[CH:46][CH:45]=1. (3) Given the product [O:12]=[CH:1][C@@H:2]([C@H:3]([C@@H:4]([C@@H:5]([CH2:6][OH:8])[OH:18])[OH:10])[OH:11])[OH:7], predict the reactants needed to synthesize it. The reactants are: [CH2:1]([OH:12])[C@H:2]1[O:7][C@H:6]([OH:8])[C@H:5]([18F])[C@@H:4]([OH:10])[C@@H:3]1[OH:11].C(Cl)([O:18]C(F)F)C(F)(F)F. (4) Given the product [Cl:26][C:13]1[N:12]=[N:11][N:10]([C:7]2[CH:8]=[CH:9][C:4]([N+:1]([O-:3])=[O:2])=[CH:5][CH:6]=2)[CH:14]=1, predict the reactants needed to synthesize it. The reactants are: [N+:1]([C:4]1[CH:9]=[CH:8][C:7]([N:10]2[CH:14]=[C:13]([Si](C)(C)C)[N:12]=[N:11]2)=[CH:6][CH:5]=1)([O-:3])=[O:2].C1C(=O)N([Cl:26])C(=O)C1.